This data is from Reaction yield outcomes from USPTO patents with 853,638 reactions. The task is: Predict the reaction yield, written as a fraction of the theoretical maximum amount of product (1.0 means a 100% yield; for example, 0.34 means a 34% yield). (1) The reactants are [Cl:1][C:2]1[CH:3]=[C:4]([C@@H:12]([CH2:22][CH:23]2[CH2:27][CH2:26][CH2:25][CH2:24]2)[C:13]([NH:15][C:16]2[CH:20]=[CH:19][N:18]([CH3:21])[N:17]=2)=[O:14])[CH:5]=[CH:6][C:7]=1[S:8]([CH3:11])(=[O:10])=[O:9].C(Cl)(=O)C(Cl)=O.N1C(C)=CC=CC=1C.C(N1C=CC(N)=N1)[CH2:43][CH:44]([CH3:46])[CH3:45]. The catalyst is C(Cl)Cl. The product is [Cl:1][C:2]1[CH:3]=[C:4]([C@@H:12]([CH2:22][CH:23]2[CH2:24][CH2:25][CH2:26][CH2:27]2)[C:13]([NH:15][C:16]2[CH:20]=[CH:19][N:18]([CH2:21][CH2:43][CH:44]([CH3:46])[CH3:45])[N:17]=2)=[O:14])[CH:5]=[CH:6][C:7]=1[S:8]([CH3:11])(=[O:10])=[O:9]. The yield is 0.570. (2) The reactants are [CH:1]([O:4][C:5](=[O:36])[NH:6][C@H:7]([C:30]1[CH:35]=[CH:34][CH:33]=[CH:32][CH:31]=1)[C:8]([N:10]1[CH2:14][CH2:13][CH2:12][C@H:11]1[C:15](=[O:29])[NH:16][CH2:17][C:18]1[CH:19]=[C:20]2[C:25](=[CH:26][CH:27]=1)[C:24]([NH2:28])=[N:23][CH:22]=[CH:21]2)=[O:9])(C)[CH3:2].C(OC(N[C@H](C1CCCCC1)C(N1CCC[C@H]1C(O)=O)=O)=O)C. No catalyst specified. The product is [CH2:1]([O:4][C:5](=[O:36])[NH:6][C@H:7]([CH:30]1[CH2:31][CH2:32][CH2:33][CH2:34][CH2:35]1)[C:8]([N:10]1[CH2:14][CH2:13][CH2:12][C@H:11]1[C:15](=[O:29])[NH:16][CH2:17][C:18]1[CH:19]=[C:20]2[C:25](=[CH:26][CH:27]=1)[C:24]([NH2:28])=[N:23][CH:22]=[CH:21]2)=[O:9])[CH3:2]. The yield is 0.830. (3) The reactants are [CH:1]([C:3]1[CH:4]=[CH:5][C:6]([CH3:35])=[C:7]([NH:9][C:10](=[O:34])[C:11]2[CH:16]=[CH:15][C:14]([NH:17][C:18]3[N:27]=[C:26]([C:28]4[CH:33]=[CH:32][CH:31]=[CH:30][CH:29]=4)[C:25]4[C:20](=[CH:21][CH:22]=[CH:23][CH:24]=4)[N:19]=3)=[CH:13][CH:12]=2)[CH:8]=1)=O.[CH:36]1([NH2:39])[CH2:38][CH2:37]1.C(O[BH-](OC(=O)C)OC(=O)C)(=O)C.[Na+]. The catalyst is O1CCCC1.C(O)(=O)C.ClCCl. The product is [CH:36]1([NH:39][CH2:1][C:3]2[CH:4]=[CH:5][C:6]([CH3:35])=[C:7]([NH:9][C:10](=[O:34])[C:11]3[CH:16]=[CH:15][C:14]([NH:17][C:18]4[N:27]=[C:26]([C:28]5[CH:29]=[CH:30][CH:31]=[CH:32][CH:33]=5)[C:25]5[C:20](=[CH:21][CH:22]=[CH:23][CH:24]=5)[N:19]=4)=[CH:13][CH:12]=3)[CH:8]=2)[CH2:38][CH2:37]1. The yield is 0.520. (4) The reactants are Br[C:2]1[NH:6][C:5]([C@@H:7]2[CH2:11][CH2:10][CH2:9][N:8]2[C:12](=[O:22])[C@@H:13]([NH:17][C:18](=[O:21])[O:19][CH3:20])[CH:14]([CH3:16])[CH3:15])=[N:4][CH:3]=1.CC1(C)C(C)(C)OB([C:31]2[CH:36]=[C:35]3[CH2:37][O:38][C:39]4[CH:63]=[C:62]5[C:42]([CH:43]=[CH:44][C:45]6[N:49]=[C:48]([CH:50]7[CH2:54][CH2:53][CH2:52][N:51]7[C:55]([O:57][C:58]([CH3:61])([CH3:60])[CH3:59])=[O:56])[NH:47][C:46]=65)=[CH:41][C:40]=4[C:34]3=[CH:33][CH:32]=2)O1.C(=O)([O-])[O-].[K+].[K+]. The catalyst is COCCOC.CN(C)C=O.C1C=CC(P(C2C=CC=CC=2)[C-]2C=CC=C2)=CC=1.C1C=CC(P(C2C=CC=CC=2)[C-]2C=CC=C2)=CC=1.Cl[Pd]Cl.[Fe+2]. The product is [CH3:20][O:19][C:18]([NH:17][C@H:13]([C:12]([N:8]1[CH2:9][CH2:10][CH2:11][CH:7]1[C:5]1[NH:6][C:2]([C:31]2[CH:36]=[C:35]3[CH2:37][O:38][C:39]4[CH:63]=[C:62]5[C:42]([CH:43]=[CH:44][C:45]6[N:49]=[C:48]([CH:50]7[CH2:54][CH2:53][CH2:52][N:51]7[C:55]([O:57][C:58]([CH3:59])([CH3:60])[CH3:61])=[O:56])[NH:47][C:46]=65)=[CH:41][C:40]=4[C:34]3=[CH:33][CH:32]=2)=[CH:3][N:4]=1)=[O:22])[CH:14]([CH3:16])[CH3:15])=[O:21]. The yield is 0.590. (5) The reactants are [NH2:1][C:2]1[CH:18]=[CH:17][CH:16]=[C:15]([S:19][C:20]2[CH:25]=[CH:24][C:23]([N+:26]([O-:28])=[O:27])=[CH:22][CH:21]=2)[C:3]=1[C:4]([NH:6][C:7]1[CH:12]=[CH:11][CH:10]=[CH:9][C:8]=1[O:13][CH3:14])=[O:5].C(=O)([O-])[O-].[K+].[K+].[CH:35]([O:38][P:39]([CH2:45]Br)(=[O:44])[O:40][CH:41]([CH3:43])[CH3:42])([CH3:37])[CH3:36]. The catalyst is CC#N. The product is [CH:41]([O:40][P:39]([CH2:45][NH:1][C:2]1[CH:18]=[CH:17][CH:16]=[C:15]([S:19][C:20]2[CH:21]=[CH:22][C:23]([N+:26]([O-:28])=[O:27])=[CH:24][CH:25]=2)[C:3]=1[C:4](=[O:5])[NH:6][C:7]1[CH:12]=[CH:11][CH:10]=[CH:9][C:8]=1[O:13][CH3:14])(=[O:44])[O:38][CH:35]([CH3:37])[CH3:36])([CH3:43])[CH3:42]. The yield is 0.410. (6) The reactants are C[O:2][C:3]1[CH:8]=[CH:7][C:6]([CH2:9][CH2:10][CH2:11][CH2:12][C:13]2[N:14]=[N:15][NH:16][N:17]=2)=[CH:5][CH:4]=1.Br.[OH-].[Na+]. No catalyst specified. The product is [N:17]1[NH:16][N:15]=[N:14][C:13]=1[CH2:12][CH2:11][CH2:10][CH2:9][C:6]1[CH:5]=[CH:4][C:3]([OH:2])=[CH:8][CH:7]=1. The yield is 0.520. (7) The reactants are [C:1]([NH:4][C:5]1[CH:10]=[CH:9][CH:8]=[CH:7][C:6]=1B(O)O)(=[O:3])[CH3:2].Br[C:15]1[CH:16]=[C:17]([CH:19]=[CH:20][CH:21]=1)[NH2:18].C([O-])([O-])=O.[Na+].[Na+]. The catalyst is COCCOC.C1C=CC([P]([Pd]([P](C2C=CC=CC=2)(C2C=CC=CC=2)C2C=CC=CC=2)([P](C2C=CC=CC=2)(C2C=CC=CC=2)C2C=CC=CC=2)[P](C2C=CC=CC=2)(C2C=CC=CC=2)C2C=CC=CC=2)(C2C=CC=CC=2)C2C=CC=CC=2)=CC=1. The product is [NH2:18][C:17]1[CH:16]=[C:15]([C:6]2[CH:7]=[CH:8][CH:9]=[CH:10][C:5]=2[NH:4][C:1](=[O:3])[CH3:2])[CH:21]=[CH:20][CH:19]=1. The yield is 0.980. (8) The reactants are Cl.Cl.[CH2:3]([O:10][NH:11][C@H:12]1[CH2:17][NH:16][C@H:15]([C:18]([OH:20])=[O:19])[CH2:14][CH2:13]1)[C:4]1[CH:9]=[CH:8][CH:7]=[CH:6][CH:5]=1.[OH-].[Na+].C(=O)([O-])[O-].[K+].[K+].[CH3:29][Si:30]([CH2:33][CH2:34][O:35][C:36](ON1C(=O)CCC1=O)=[O:37])([CH3:32])[CH3:31].C(O)(=O)CC(CC(O)=O)(C(O)=O)O. The catalyst is O.O1CCOCC1. The product is [CH2:3]([O:10][NH:11][C@H:12]1[CH2:17][N:16]([C:36]([O:35][CH2:34][CH2:33][Si:30]([CH3:32])([CH3:31])[CH3:29])=[O:37])[C@H:15]([C:18]([OH:20])=[O:19])[CH2:14][CH2:13]1)[C:4]1[CH:5]=[CH:6][CH:7]=[CH:8][CH:9]=1. The yield is 0.860.